From a dataset of Full USPTO retrosynthesis dataset with 1.9M reactions from patents (1976-2016). Predict the reactants needed to synthesize the given product. (1) Given the product [C:1]([C:5]1[CH:10]=[CH:9][C:8]([C:15]2[C:20]([CH3:21])=[CH:19][C:18]([OH:22])=[CH:17][C:16]=2[CH3:23])=[CH:7][CH:6]=1)([CH3:4])([CH3:3])[CH3:2], predict the reactants needed to synthesize it. The reactants are: [C:1]([C:5]1[CH:10]=[CH:9][C:8](B(O)O)=[CH:7][CH:6]=1)([CH3:4])([CH3:3])[CH3:2].Br[C:15]1[C:20]([CH3:21])=[CH:19][C:18]([OH:22])=[CH:17][C:16]=1[CH3:23]. (2) Given the product [C:68]([O:76][C@H:77]([CH2:82][CH2:83][CH:84]([OH:85])/[CH:11]=[CH:10]/[C@@H:9]([C@@H:13]1[O:18][C@H:17]2[CH2:19][CH2:20][C@H:21]([CH2:23][CH2:24][O:25][Si:26]([CH2:31][CH3:32])([CH2:29][CH3:30])[CH2:27][CH3:28])[O:22][C@@H:16]2[C@H:15]([O:33][Si:34]([C:37]([CH3:40])([CH3:39])[CH3:38])([CH3:36])[CH3:35])[C@@H:14]1[O:41][Si:42]([C:45]([CH3:48])([CH3:47])[CH3:46])([CH3:44])[CH3:43])[O:8][Si:1]([C:4]([CH3:7])([CH3:6])[CH3:5])([CH3:3])[CH3:2])[CH2:78][C:79]([Br:81])=[CH2:80])(=[O:75])[C:69]1[CH:74]=[CH:73][CH:72]=[CH:71][CH:70]=1, predict the reactants needed to synthesize it. The reactants are: [Si:1]([O:8][C@H:9]([C@@H:13]1[O:18][C@H:17]2[CH2:19][CH2:20][C@H:21]([CH2:23][CH2:24][O:25][Si:26]([CH2:31][CH3:32])([CH2:29][CH3:30])[CH2:27][CH3:28])[O:22][C@@H:16]2[C@H:15]([O:33][Si:34]([C:37]([CH3:40])([CH3:39])[CH3:38])([CH3:36])[CH3:35])[C@@H:14]1[O:41][Si:42]([C:45]([CH3:48])([CH3:47])[CH3:46])([CH3:44])[CH3:43])/[CH:10]=[CH:11]/I)([C:4]([CH3:7])([CH3:6])[CH3:5])([CH3:3])[CH3:2].[Li]CCCC.CCCCCC.CCOCC.[Mg+2].[Br-].[Br-].[C:68]([O:76][C@H:77]([CH2:82][CH2:83][CH:84]=[O:85])[CH2:78][C:79]([Br:81])=[CH2:80])(=[O:75])[C:69]1[CH:74]=[CH:73][CH:72]=[CH:71][CH:70]=1. (3) Given the product [CH3:4][C:2]([S:5]([NH:7][C:8]([C:13]1[CH:18]=[CH:17][CH:16]=[C:15]([O:19][C:20]([F:23])([F:21])[F:22])[CH:14]=1)([C:24]1[CH:29]=[CH:28][CH:27]=[C:26]([O:30][C:31]([F:33])([F:34])[F:32])[CH:25]=1)[CH2:9][C:10]([NH2:12])=[O:11])=[O:6])([CH3:1])[CH3:3], predict the reactants needed to synthesize it. The reactants are: [CH3:1][C:2]([S@:5]([NH:7][C:8]([C:24]1[CH:29]=[CH:28][CH:27]=[C:26]([O:30][C:31]([F:34])([F:33])[F:32])[CH:25]=1)([C:13]1[CH:18]=[CH:17][CH:16]=[C:15]([O:19][C:20]([F:23])([F:22])[F:21])[CH:14]=1)[CH2:9][C:10]([NH2:12])=[O:11])=[O:6])([CH3:4])[CH3:3].CO. (4) Given the product [Br:1][C:2]1[C:10]2[O:9][C:8]([C:20](=[O:22])[CH3:21])=[C:7]([CH2:11][C:12]3[CH:17]=[CH:16][CH:15]=[C:14]([F:18])[CH:13]=3)[C:6]=2[CH:5]=[C:4]([F:19])[CH:3]=1, predict the reactants needed to synthesize it. The reactants are: [Br:1][C:2]1[C:10]2[O:9][CH:8]=[C:7]([CH2:11][C:12]3[CH:17]=[CH:16][CH:15]=[C:14]([F:18])[CH:13]=3)[C:6]=2[CH:5]=[C:4]([F:19])[CH:3]=1.[C:20](Cl)(=[O:22])[CH3:21].ClCCl.[Cl-].[Al+3].[Cl-].[Cl-]. (5) The reactants are: [CH3:1][O:2][CH2:3][C:4]([CH2:9][O:10][CH3:11])([CH3:8])[C:5]([OH:7])=O.CCN(C(C)C)C(C)C.C1C=CC2N(O)N=NC=2C=1.CCN=C=NCCCN(C)C.[CH2:42]([O:44][CH:45]([O:49][CH2:50][CH3:51])[CH2:46][CH2:47][NH2:48])[CH3:43]. Given the product [CH2:42]([O:44][CH:45]([O:49][CH2:50][CH3:51])[CH2:46][CH2:47][NH:48][C:5](=[O:7])[C:4]([CH2:3][O:2][CH3:1])([CH3:8])[CH2:9][O:10][CH3:11])[CH3:43], predict the reactants needed to synthesize it. (6) Given the product [OH:10][C:8]([C:5]1[CH:4]=[CH:3][C:2]([C:63]([O:76][CH3:75])=[O:64])=[N:7][CH:6]=1)([C:11]1[S:12][C:13]([C:16]2[CH:21]=[C:20]([NH:22][C:23]3[N:28]=[C:27]([C:29]([F:32])([F:31])[F:30])[CH:26]=[CH:25][N:24]=3)[CH:19]=[C:18]([CH3:33])[CH:17]=2)=[CH:14][N:15]=1)[CH3:9], predict the reactants needed to synthesize it. The reactants are: Br[C:2]1[N:7]=[CH:6][C:5]([C:8]([C:11]2[S:12][C:13]([C:16]3[CH:21]=[C:20]([NH:22][C:23]4[N:28]=[C:27]([C:29]([F:32])([F:31])[F:30])[CH:26]=[CH:25][N:24]=4)[CH:19]=[C:18]([CH3:33])[CH:17]=3)=[CH:14][N:15]=2)([OH:10])[CH3:9])=[CH:4][CH:3]=1.C1(P(C2C=CC=CC=2)CCCP(C2C=CC=CC=2)C2C=CC=CC=2)C=CC=CC=1.[CH3:63][OH:64].C(N(CC)CC)C.CN([CH:75]=[O:76])C. (7) The reactants are: [C:1]([O:5][C:6]([N:8]1[CH2:13][CH2:12][N:11]([C:14]([O:16][C:17]([CH3:20])([CH3:19])[CH3:18])=[O:15])[CH2:10][C@@H:9]1CC=O)=[O:7])([CH3:4])([CH3:3])[CH3:2].[C:24]([CH:29]=P(C1C=CC=CC=1)(C1C=CC=CC=1)C1C=CC=CC=1)([O:26][CH2:27][CH3:28])=[O:25].[CH2:49]1COC[CH2:50]1. Given the product [C:1]([O:5][C:6]([N:8]1[CH2:13][CH2:12][N:11]([C:14]([O:16][C:17]([CH3:18])([CH3:19])[CH3:20])=[O:15])[CH2:10][C@@H:9]1[CH2:49][CH:50]=[CH:29][C:24]([O:26][CH2:27][CH3:28])=[O:25])=[O:7])([CH3:3])([CH3:4])[CH3:2], predict the reactants needed to synthesize it. (8) The reactants are: [F:1][C:2]([F:6])([F:5])[CH2:3][O-:4].[Na+].[H-].[Na+].[CH2:10]([O:12][C:13]([C:15]1[C:20]([Br:21])=[C:19](CC)[N:18]=[C:17](S(C)(=O)=O)[N:16]=1)=[O:14])[CH3:11]. Given the product [CH2:10]([O:12][C:13]([C:15]1[C:20]([Br:21])=[CH:19][N:18]=[C:17]([O:4][CH2:3][C:2]([F:6])([F:5])[F:1])[N:16]=1)=[O:14])[CH3:11], predict the reactants needed to synthesize it. (9) Given the product [CH3:1][O:6][CH2:7][CH2:8][O:10][CH2:21][CH2:20][O:19][CH2:17][CH3:18].[C:1]([O:6][CH2:7][CH:8]1[O:10][CH2:9]1)(=[O:5])[C:2]([CH3:4])=[CH2:3].[C:11]([O:16][CH:17]([O:19][CH2:20][CH3:21])[CH3:18])(=[O:15])[C:12]([CH3:14])=[CH2:13].[C:22]([O:27][CH2:28][CH2:29][OH:30])(=[O:26])[C:23]([CH3:25])=[CH2:24].[C:31]([O:36][CH2:37][C:38]1[CH:39]=[CH:40][CH:41]=[CH:42][CH:43]=1)(=[O:35])[C:32]([CH3:34])=[CH2:33], predict the reactants needed to synthesize it. The reactants are: [C:1]([O:6][CH2:7][CH:8]1[O:10][CH2:9]1)(=[O:5])[C:2]([CH3:4])=[CH2:3].[C:11]([O:16][CH:17]([O:19][CH2:20][CH3:21])[CH3:18])(=[O:15])[C:12]([CH3:14])=[CH2:13].[C:22]([O:27][CH2:28][CH2:29][OH:30])(=[O:26])[C:23]([CH3:25])=[CH2:24].[C:31]([O:36][CH2:37][C:38]1[CH:43]=[CH:42][CH:41]=[CH:40][CH:39]=1)(=[O:35])[C:32]([CH3:34])=[CH2:33].N(C(C)(CC)C([O-])=O)=NC(C)(CC)C([O-])=O.